Task: Predict the reactants needed to synthesize the given product.. Dataset: Full USPTO retrosynthesis dataset with 1.9M reactions from patents (1976-2016) (1) Given the product [NH:1]1[CH:5]=[N:4][C:3]([C:6]2[CH:14]=[C:13]([O:63][CH2:62][CH2:61][O:60][CH3:59])[C:12]([C:54]3[C:42]4[C:41](=[CH:46][CH:45]=[CH:44][CH:43]=4)[NH:48][N:47]=3)=[C:8]([CH:9]3[CH2:21][CH2:22][CH2:23][CH2:24][O:64]3)[CH:7]=2)=[N:2]1, predict the reactants needed to synthesize it. The reactants are: [NH:1]1[CH:5]=[N:4][C:3]([C:6]2[CH:7]=[C:8]3[C:12](=[CH:13][CH:14]=2)N(C2CCCCO2)N=[C:9]3[C:21]2[CH:22]=[C:23](O)[CH:24]=CC=2)=[N:2]1.[C:41]1(P([C:41]2[CH:46]=[CH:45][CH:44]=[CH:43][CH:42]=2)[C:41]2[CH:46]=[CH:45][CH:44]=[CH:43][CH:42]=2)[CH:46]=[CH:45][CH:44]=[CH:43][CH:42]=1.[N:47]([C:54](OCC)=O)=[N:48]C(OCC)=O.[CH3:59][O:60][CH2:61][CH2:62][OH:63].[O:64]1CCCC1. (2) Given the product [CH2:1]([O:8][C:9]([N:11]1[CH2:17][C:16]2[CH:18]=[C:19](/[CH:26]=[CH:25]/[C:24]([O:28][C:29]([CH3:32])([CH3:31])[CH3:30])=[O:27])[CH:20]=[N:21][C:15]=2[NH:14][C:13](=[O:23])[CH2:12]1)=[O:10])[C:2]1[CH:7]=[CH:6][CH:5]=[CH:4][CH:3]=1, predict the reactants needed to synthesize it. The reactants are: [CH2:1]([O:8][C:9]([N:11]1[CH2:17][C:16]2[CH:18]=[C:19](Br)[CH:20]=[N:21][C:15]=2[NH:14][C:13](=[O:23])[CH2:12]1)=[O:10])[C:2]1[CH:7]=[CH:6][CH:5]=[CH:4][CH:3]=1.[C:24]([O:28][C:29]([CH3:32])([CH3:31])[CH3:30])(=[O:27])[CH:25]=[CH2:26].C(N(C(C)C)C(C)C)C.CC1C=CC=CC=1P(C1C=CC=CC=1C)C1C=CC=CC=1C.